This data is from Catalyst prediction with 721,799 reactions and 888 catalyst types from USPTO. The task is: Predict which catalyst facilitates the given reaction. Reactant: [N+:1]([O-:4])(O)=[O:2].[C:5]1([S:11]([N:14]2[C:22]3[C:17](=[C:18]([CH2:23][C:24]([O:26][C:27]([CH3:30])([CH3:29])[CH3:28])=[O:25])[CH:19]=[CH:20][CH:21]=3)[CH:16]=[CH:15]2)(=[O:13])=[O:12])[CH:10]=[CH:9][CH:8]=[CH:7][CH:6]=1. Product: [N+:1]([C:16]1[C:17]2[C:22](=[CH:21][CH:20]=[CH:19][C:18]=2[CH2:23][C:24]([O:26][C:27]([CH3:30])([CH3:29])[CH3:28])=[O:25])[N:14]([S:11]([C:5]2[CH:6]=[CH:7][CH:8]=[CH:9][CH:10]=2)(=[O:12])=[O:13])[CH:15]=1)([O-:4])=[O:2]. The catalyst class is: 152.